Predict the product of the given reaction. From a dataset of Forward reaction prediction with 1.9M reactions from USPTO patents (1976-2016). Given the reactants [S:1]([N:11]1[C:19]2[CH:18]=[CH:17][CH:16]=[C:15]([CH:20]=O)[C:14]=2[CH:13]=[CH:12]1)([C:4]1[CH:10]=[CH:9][C:7]([CH3:8])=[CH:6][CH:5]=1)(=[O:3])=[O:2].[NH4+:22].[Cl-], predict the reaction product. The product is: [S:1]([N:11]1[C:19]2[C:18](=[CH:17][CH:16]=[C:15]([CH2:20][NH2:22])[CH:14]=2)[CH:13]=[CH:12]1)([C:4]1[CH:5]=[CH:6][C:7]([CH3:8])=[CH:9][CH:10]=1)(=[O:3])=[O:2].